Dataset: Peptide-MHC class I binding affinity with 185,985 pairs from IEDB/IMGT. Task: Regression. Given a peptide amino acid sequence and an MHC pseudo amino acid sequence, predict their binding affinity value. This is MHC class I binding data. (1) The peptide sequence is YKVLPQGW. The MHC is Mamu-B3901 with pseudo-sequence Mamu-B3901. The binding affinity (normalized) is 0.107. (2) The peptide sequence is QPGLTSAVI. The MHC is HLA-B51:01 with pseudo-sequence HLA-B51:01. The binding affinity (normalized) is 0.0847. (3) The peptide sequence is GESSRCYSI. The MHC is HLA-B44:03 with pseudo-sequence HLA-B44:03. The binding affinity (normalized) is 0.120. (4) The peptide sequence is KMTRVFNKF. The MHC is HLA-B15:01 with pseudo-sequence HLA-B15:01. The binding affinity (normalized) is 0.175. (5) The peptide sequence is EVPFPVVNAM. The MHC is H-2-Db with pseudo-sequence H-2-Db. The binding affinity (normalized) is 0.00837. (6) The peptide sequence is NHINVYLSL. The MHC is Mamu-A07 with pseudo-sequence Mamu-A07. The binding affinity (normalized) is 1.00.